Dataset: Reaction yield outcomes from USPTO patents with 853,638 reactions. Task: Predict the reaction yield, written as a fraction of the theoretical maximum amount of product (1.0 means a 100% yield; for example, 0.34 means a 34% yield). The yield is 0.0700. The reactants are [NH2:1][C:2]1[C:7]([C:8]#[N:9])=[C:6]2[O:10][CH2:11][O:12][C:5]2=[CH:4][C:3]=1[C:13]1[O:14][C:15]2[C:20]([CH2:21][CH:22]=1)=[CH:19][CH:18]=[C:17]([N:23]([CH3:25])[CH3:24])[CH:16]=2.N1C=CC=CC=1.[CH2:32]([O:34][C:35](Cl)=[O:36])[CH3:33].CCCCCC.[CH3:44][CH2:45][O:46][C:47](C)=[O:48]. The catalyst is C(Cl)Cl. The product is [C:8]([C:7]1[C:2]([N:1]([C:47]([O:46][CH2:45][CH3:44])=[O:48])[C:35]([O:34][CH2:32][CH3:33])=[O:36])=[C:3]([C:13]2[O:14][C:15]3[C:20]([CH2:21][CH:22]=2)=[CH:19][CH:18]=[C:17]([N:23]([CH3:25])[CH3:24])[CH:16]=3)[CH:4]=[C:5]2[O:12][CH2:11][O:10][C:6]=12)#[N:9].